Dataset: Experimentally validated miRNA-target interactions with 360,000+ pairs, plus equal number of negative samples. Task: Binary Classification. Given a miRNA mature sequence and a target amino acid sequence, predict their likelihood of interaction. (1) The protein sequence of the target gene is MVQKKKFCPRLLDYLVIVGARHPSSDSVAQTPELLRRYPLEDHTEFPLPPDVVFFCQPEGCLSVRQRRMSLRDDTSFVFTLTDKDTGVTRYGICVNFYRSFQKRISKEKGEGGAGSRGKEGTHATCASEEGGTESSESGSSLQPLSADSTPDVNQSPRGKRRAKAGSRSRNSTLTSLCVLSHYPFFSTFRECLYTLKRLVDCCSERLLGKKLGIPRGVQRDTMWRIFTGSLLVEEKSSALLHDLREIEAWIYRLLRSPVPVSGQKRVDIEVLPQELQPALTFALPDPSRFTLVDFPLHLP.... The miRNA is hsa-miR-136-5p with sequence ACUCCAUUUGUUUUGAUGAUGGA. Result: 1 (interaction). (2) The miRNA is hsa-miR-1910-3p with sequence GAGGCAGAAGCAGGAUGACA. The protein sequence of the target gene is MGDMVVEPATLKPTSEPTPSPSGNNGGSLLSVITEGVGELSVIDPEVAQKACQEVLEKVKLLHGGVAISSKGTPLELVNGDGVDNEIRCLDDPPAQIREEEDEMGAGVASGTAKGARRRRQNNSAKQSWLLRLFESKLFDISMAISYLYNSKEPGVQAYIGNRLFYFRNEDVDFYLPQLLNMYIHMDEDVGDAIKPYIVHRCRQSINFSLQCALLLGAYSSDMHISTQRHSRGTKLRKLILSDELKPAHRKRELPTLSPAPDTGLSPSKRTHQRSKSDATASISLSSNLKRTASNPKVEN.... Result: 0 (no interaction). (3) The miRNA is hsa-miR-6895-5p with sequence CAGGGCCAGGCACAGAGUAAG. The protein sequence of the target gene is MPPAIGGPVGYTPPDGGWGWAVLVGAFISIGFSYAFPKSITVFFKEIEVIFSATTSEVSWISSIMLAVMYAGGPISSILVNKYGSRPVMIAGGCLSGCGLIAASFCNTVQELYLCIGVIGGLGLAFNLNPALTMIGKYFYKKRPLANGLAMAGSPVFLSTLAPLNQAFFDIFDWRGSFLILGGLLLNCCVAGSLMRPIGPEQVKLEKLKSKESLQEAGKSDANTDLIGGSPKGEKLSVFQTINKFLDLSLFTHRGFLLYLSGNVVMFFGLFTPLVFLSSYGKSKDFSSEKSAFLLSILAF.... Result: 0 (no interaction). (4) The miRNA is mmu-miR-100-3p with sequence ACAAGCUUGUGUCUAUAGGUAU. The protein sequence of the target gene is MEEEEGAAAREWGATPAGPVWTAVFDYEAVGDEELTLRRGDRVQVLSQDCAVSGDEGWWTGQLPSGRVGVFPSNYVAPAAPAAPSDLQLPQEIPFHELQLEEIIGVGGFGKVYRAVWRGEEVAVKAARLDPERDPAVTAEQVRQEARLFGALQHPNIIALRGACLSPPNLCLVMEYARGGALSRVLAGRRVPPHVLVNWAVQVARGMNYLHNDAPVPIIHRDLKSINILILEAIENHNLADTVLKITDFGLAREWHKTTKMSAAGTYAWMAPEVIRLSLFSKSSDVWSFGVLLWELLTGE.... Result: 0 (no interaction). (5) The miRNA is hsa-miR-335-5p with sequence UCAAGAGCAAUAACGAAAAAUGU. The protein sequence of the target gene is MHDAFEPVPILEKLPLQIDCLAAWEEWLLVGTKQGHLLLYRIRKDVVPADVASPESGSCNRFEVTLEKSNKNFSKKIQQIHVVSQFKILVSLLENNIYVHDLLTFQQITTVSKAKGASLFTCDLQHTETGEEVLRMCVAVKKKLQLYFWKDREFHELQGDFSVPDVPKSMAWCENSICVGFKRDYYLIRVDGKGSIKELFPTGKQLEPLVAPLADGKVAVGQDDLTVVLNEEGICTQKCALNWTDIPVAMEHQPPYIIAVLPRYVEIRTFEPRLLVQSIELQRPRFITSGGSNIIYVASN.... Result: 1 (interaction). (6) The miRNA is mmu-miR-190b-5p with sequence UGAUAUGUUUGAUAUUGGGUUG. The protein sequence of the target gene is MGVQGFQDYIEKHCPSAVVPVELQKLARGSLVGGGRQRPPQTPLRLLVDADNCLHRLYGGFYTDWVSGGQWNHMLGYLAALAKACFGGNIELFVFFNGALEKARLHEWVKRQGNERQTAQQIVSHVQNKGTPPPKVWFLPPVCMAHCIRLALIRFHVKVAQSIEDHHQEVIGFCRENGFHGLVAYDSDYALCNIPYYFSAHALKLSRNGKSLTTSQYLMHEVAKQLDLNPNRFPIFAALLGNHILPDEDLASFHWSLLGPEHPLASLKVRAHQLVLPPCDVVIKAVADYVRNIHDTSDLD.... Result: 0 (no interaction). (7) The miRNA is hsa-miR-3925-3p with sequence ACUCCAGUUUUAGUUCUCUUG. The protein sequence of the target gene is MSGDEMIFDPTMSKKKKKKKKPFMLDEEGDAQTEETQPSETKEVEPEPTEEKDVDADEEDSRKKDASDDLDDLNFFNQKKKKKKTKKIFDIDEAEEAIKDVKIESDAQEPAEPEDDLDIMLGNKKKKKKNVKFPEEDEILEKDEALEDEDSKKDDGISFSSQTAWAGSERDYTYEELLNRVFNIMREKNPDMVAGEKRKFVMKPPQVVRVGTKKTSFVNFTDICKLLHRQPKHLLAFLLAELGTSGSIDGNNQLVIKGRFQQKQIENVLRRYIKEYVTCHTCRSPDTILQKDTRLYFLQC.... Result: 0 (no interaction). (8) Result: 0 (no interaction). The miRNA is hsa-miR-6511b-3p with sequence CCUCACCACCCCUUCUGCCUGCA. The protein sequence of the target gene is MSYTSTDSDHNESPAADDNGSDCRSRWDGHALKKGPWSSAEDDILIDYVNKHGEGNWNAVQKHTSLFRCGKSCRLRWANHLRPNLKKGAFSQEEEQLIVELHAKMGNRWARMAAHLPGRTDNEIKNYWNTRIKRRQRAGLPLYPPEMHVEALEWSQEYAKSRVMGEDRRHQDFLQLGSCESNVFFDTLNFTDMVPGTFDLADMTAYKNMGNCASSPRYENFMTPTIPSSKRLWESELLYPGCSSTIKQEFSSPEQFRNTSPQTISKTCSFSVPCDVEHPLYGNRHSPVMIPDSHTPTDGI.... (9) The miRNA is hsa-miR-6747-3p with sequence UCCUGCCUUCCUCUGCACCAG. The protein sequence of the target gene is MAATLGPLGSWQQWRRCLSARDGSRMLLLLLLLGSGQGPQQVGAGQTFEYLKREHSLSKPYQGVGTGSSSLWNLMGNAMVMTQYIRLTPDMQSKQGALWNRVPCFLRDWELQVHFKIHGQGKKNLHGDGLAIWYTKDRMQPGPVFGNMDKFVGLGVFVDTYPNEEKQQERVFPYISAMVNNGSLSYDHERDGRPTELGGCTAIVRNLHYDTFLVIRYVKRHLTIMMDIDGKHEWRDCIEVPGVRLPRGYYFGTSSITGDLSDNHDVISLKLFELTVERTPEEEKLHRDVFLPSVDNMKLP.... Result: 1 (interaction). (10) The miRNA is hsa-miR-6837-5p with sequence ACCAGGGCCAGCAGGGAAUGU. The protein sequence of the target gene is MFSPDQENHPSKAPVKYGELIVLGYNGSLPNGDRGRRKSRFALFKRPKANGVKPSTVHIACTPQAAKAISNKDQHSISYTLSRAQTVVVEYTHDSNTDMFQIGRSTESPIDFVVTDTVPGSQSNSDTQSVQSTISRFACRIICERSPPFTARIYAAGFDSSKNIFLGEKAAKWKTSDGQMDGLTTNGVLVMHPRNGFTEDSKPGIWREISVCGNVFSLRETRSAQQRGKMVEIETNQLQDGSLIDLCGATLLWRTAEGLSHTPTVKHLEALRQEINAARPQCPVGFNTLAFPSMKRKDVV.... Result: 0 (no interaction).